This data is from Forward reaction prediction with 1.9M reactions from USPTO patents (1976-2016). The task is: Predict the product of the given reaction. (1) The product is: [NH2:32][C@@H:33]([CH2:48][CH3:49])[CH2:34][NH:35][C:36]1[CH:41]=[CH:40][C:39]([O:42][CH3:43])=[CH:38][CH:37]=1. Given the reactants FC(F)(F)[C@@H](N[C@@H](CC(F)(C)C)C(O)=O)C1C=CC(C2C=CC(S(C)(=O)=O)=CC=2)=CC=1.[NH2:32][C@@H:33]([CH2:48][CH3:49])[CH2:34][NH:35][C:36]1[CH:41]=[CH:40][C:39]([O:42][CH2:43]C)=[C:38](OCC)[CH:37]=1, predict the reaction product. (2) Given the reactants [CH3:1][O:2][C:3]1[C:8]2[CH:9]([NH:12][C:13]3[CH:22]=[CH:21][C:20]4[C:15](=[CH:16][CH:17]=[C:18]([NH2:23])[CH:19]=4)[N:14]=3)[CH2:10][O:11][C:7]=2[CH:6]=[CH:5][CH:4]=1.Cl[C:25](OC1C=CC([N+]([O-])=O)=CC=1)=[O:26].Cl.Cl.[CH:39]([N:42]1[CH2:47][CH2:46][CH:45]([NH2:48])[CH2:44][CH2:43]1)([CH3:41])[CH3:40], predict the reaction product. The product is: [CH:39]([N:42]1[CH2:47][CH2:46][CH:45]([NH:48][C:25]([NH:23][C:18]2[CH:19]=[C:20]3[C:15](=[CH:16][CH:17]=2)[N:14]=[C:13]([NH:12][CH:9]2[C:8]4[C:3]([O:2][CH3:1])=[CH:4][CH:5]=[CH:6][C:7]=4[O:11][CH2:10]2)[CH:22]=[CH:21]3)=[O:26])[CH2:44][CH2:43]1)([CH3:41])[CH3:40]. (3) Given the reactants [I:1][C:2]1[CH:10]=[C:9]([I:11])[CH:8]=[C:7]2[C:3]=1[C:4]([CH2:17][CH2:18][C:19]([O:21]CC)=[O:20])=[C:5]([C:12]([O:14]CC)=[O:13])[NH:6]2.O.O.O.[OH-].[Li+], predict the reaction product. The product is: [C:19]([CH2:18][CH2:17][C:4]1[C:3]2[C:7](=[CH:8][C:9]([I:11])=[CH:10][C:2]=2[I:1])[NH:6][C:5]=1[C:12]([OH:14])=[O:13])([OH:21])=[O:20]. (4) Given the reactants [Cl:1][C:2]1[CH:11]=[CH:10][C:9]2[C:4](=[N:5][CH:6]=[CH:7][C:8]=2Cl)[N:3]=1.[NH2:13][C:14]1[CH:19]=[C:18]([CH3:20])[CH:17]=[CH:16][C:15]=1[S:21][C:22]1[CH:27]=[CH:26][C:25]([OH:28])=[CH:24][CH:23]=1, predict the reaction product. The product is: [Cl:1][C:2]1[N:3]=[C:4]2[C:9]([C:8]([NH:13][C:14]3[CH:19]=[C:18]([CH3:20])[CH:17]=[CH:16][C:15]=3[S:21][C:22]3[CH:27]=[CH:26][C:25]([OH:28])=[CH:24][CH:23]=3)=[CH:7][CH:6]=[N:5]2)=[CH:10][CH:11]=1. (5) Given the reactants [CH2:1]([O:3][C:4]([C:6]1[CH:7]=[CH:8][C:9]([C:25]2[CH:30]=[CH:29][N:28]=[C:27]([NH:31][CH:32]3[CH2:37][CH2:36][CH2:35][CH2:34][CH2:33]3)[CH:26]=2)=[N:10][C:11]=1[N:12]1[CH2:17][CH2:16][N:15]([C:18]([O:20][C:21]([CH3:24])([CH3:23])[CH3:22])=[O:19])[CH2:14][CH2:13]1)=[O:5])C.N, predict the reaction product. The product is: [CH3:1][O:3][C:4]([C:6]1[CH:7]=[CH:8][C:9]([C:25]2[CH:30]=[CH:29][N:28]=[C:27]([NH:31][CH:32]3[CH2:37][CH2:36][CH2:35][CH2:34][CH2:33]3)[CH:26]=2)=[N:10][C:11]=1[N:12]1[CH2:13][CH2:14][N:15]([C:18]([O:20][C:21]([CH3:24])([CH3:22])[CH3:23])=[O:19])[CH2:16][CH2:17]1)=[O:5]. (6) Given the reactants [F:1][C:2]1[CH:7]=[CH:6][C:5]([C:8]2[CH:9]=[C:10]([CH:13]=[CH:14][C:15]=2[O:16]C)[CH:11]=[O:12])=[CH:4][C:3]=1[S:18]([CH3:21])(=[O:20])=[O:19].B(Br)(Br)Br.CO, predict the reaction product. The product is: [F:1][C:2]1[CH:7]=[CH:6][C:5]([C:8]2[CH:9]=[C:10]([CH:13]=[CH:14][C:15]=2[OH:16])[CH:11]=[O:12])=[CH:4][C:3]=1[S:18]([CH3:21])(=[O:19])=[O:20].